This data is from Reaction yield outcomes from USPTO patents with 853,638 reactions. The task is: Predict the reaction yield, written as a fraction of the theoretical maximum amount of product (1.0 means a 100% yield; for example, 0.34 means a 34% yield). (1) The reactants are [Br:1][C:2]1[CH:3]=[C:4](Br)[C:5]2[N:6]([C:8]([I:11])=[CH:9][N:10]=2)[N:7]=1.[CH3:13][S-:14].[Na+].O.O. The catalyst is O1CCOCC1. The product is [Br:1][C:2]1[CH:3]=[C:4]([S:14][CH3:13])[C:5]2[N:6]([C:8]([I:11])=[CH:9][N:10]=2)[N:7]=1. The yield is 0.640. (2) The reactants are COC(=O)[CH2:4][CH:5]([N:7]([CH2:9][CH2:10][C:11]([O:13]C)=O)[CH3:8])[CH3:6].CCN(CC)CC.O. The catalyst is C(Cl)Cl.[Cl-].[Na+].O.Cl[Ti](Cl)(Cl)Cl. The product is [CH3:8][N:7]1[CH2:9][CH2:10][C:11](=[O:13])[CH2:6][CH:5]1[CH3:4]. The yield is 0.420. (3) The reactants are Cl.[NH2:2][C@H:3]([CH2:8][C:9]1[CH:10]=[C:11]2[C:15](=[C:16]([CH3:18])[CH:17]=1)[NH:14][N:13]=[CH:12]2)[C:4]([O:6][CH3:7])=[O:5].C1C(=O)N(OC(ON2C(=O)CCC2=O)=O)[C:21](=[O:22])C1.C(N(CC)CC)C.[NH:44]1[CH2:49][CH2:48][CH:47]([C:50]2[C:51](=[O:60])[NH:52][C:53]3[C:58]([CH:59]=2)=[CH:57][CH:56]=[CH:55][CH:54]=3)[CH2:46][CH2:45]1. The catalyst is CN(C=O)C.C(Cl)Cl. The product is [CH3:18][C:16]1[CH:17]=[C:9]([CH2:8][C@@H:3]([NH:2][C:21]([N:44]2[CH2:45][CH2:46][CH:47]([C:50]3[C:51](=[O:60])[NH:52][C:53]4[C:58]([CH:59]=3)=[CH:57][CH:56]=[CH:55][CH:54]=4)[CH2:48][CH2:49]2)=[O:22])[C:4]([O:6][CH3:7])=[O:5])[CH:10]=[C:11]2[C:15]=1[NH:14][N:13]=[CH:12]2. The yield is 0.680. (4) The reactants are [NH:1]1[CH:5]=[C:4]([C:6]2[CH:38]=[CH:37][C:9]([C:10]([N:12]3[CH2:17][CH2:16][C:15]([CH2:19][N:20]4[C:25](=[O:26])[C:24]5[CH:27]=[N:28][N:29]([C:30]6[CH:35]=[CH:34][C:33]([F:36])=[CH:32][CH:31]=6)[C:23]=5[N:22]=[CH:21]4)([OH:18])[CH2:14][CH2:13]3)=[O:11])=[CH:8][CH:7]=2)[CH:3]=[N:2]1.OC(C(F)(F)F)=O.FC1C=C[C:50]([N:53]2C3N=CN(CC4(O)CCNCC4)C(=O)C=3C=N2)=[CH:49]C=1.N1C=C(C2C=CC(C(O)=O)=CC=2)C=N1.BrCC#N.C(=O)([O-])[O-].[Cs+].[Cs+]. The catalyst is CN(C)C=O. The product is [F:36][C:33]1[CH:32]=[CH:31][C:30]([N:29]2[C:23]3[N:22]=[CH:21][N:20]([CH2:19][C:15]4([OH:18])[CH2:16][CH2:17][N:12]([C:10]([C:9]5[CH:37]=[CH:38][C:6]([C:4]6[CH:5]=[N:1][N:2]([CH2:49][C:50]#[N:53])[CH:3]=6)=[CH:7][CH:8]=5)=[O:11])[CH2:13][CH2:14]4)[C:25](=[O:26])[C:24]=3[CH:27]=[N:28]2)=[CH:35][CH:34]=1. The yield is 0.740. (5) The reactants are [CH2:1]([N:8]1[C:13](=[O:14])[C:12]2[C:15](Cl)=[CH:16][C:17](=[O:20])[N:18]([CH3:19])[C:11]=2[N:10]=[CH:9]1)[C:2]1[CH:7]=[CH:6][CH:5]=[CH:4][CH:3]=1.[F:22][C:23]1[CH:29]=[C:28]([N+:30]([O-:32])=[O:31])[CH:27]=[CH:26][C:24]=1[NH2:25].CC(C)([O-])C.[Na+]. The catalyst is O1CCOCC1.C1C=CC(/C=C/C(/C=C/C2C=CC=CC=2)=O)=CC=1.C1C=CC(/C=C/C(/C=C/C2C=CC=CC=2)=O)=CC=1.C1C=CC(/C=C/C(/C=C/C2C=CC=CC=2)=O)=CC=1.[Pd].[Pd].CC1(C)C2C=CC=C(P(C3C=CC=CC=3)C3C=CC=CC=3)C=2OC2C1=CC=CC=2P(C1C=CC=CC=1)C1C=CC=CC=1. The product is [CH2:1]([N:8]1[C:13](=[O:14])[C:12]2[C:15]([NH:25][C:24]3[CH:26]=[CH:27][C:28]([N+:30]([O-:32])=[O:31])=[CH:29][C:23]=3[F:22])=[CH:16][C:17](=[O:20])[N:18]([CH3:19])[C:11]=2[N:10]=[CH:9]1)[C:2]1[CH:7]=[CH:6][CH:5]=[CH:4][CH:3]=1. The yield is 0.690. (6) The reactants are [Cl:1][C:2]1[CH:3]=[C:4]2[C:8](=[C:9]([C:11]([OH:13])=O)[CH:10]=1)[NH:7][CH:6]=[CH:5]2.CN(C(ON1N=NC2C=CC=CC1=2)=[N+](C)C)C.[B-](F)(F)(F)F.C(N(CC)C(C)C)(C)C.[C:45]([C:49]1[CH:67]=[CH:66][C:52]([CH2:53][NH:54][CH2:55][CH:56]([C:58]2[CH:63]=[CH:62][C:61]([Cl:64])=[C:60]([Cl:65])[CH:59]=2)[OH:57])=[CH:51][CH:50]=1)([CH3:48])([CH3:47])[CH3:46]. The catalyst is CN(C=O)C.O. The product is [C:45]([C:49]1[CH:67]=[CH:66][C:52]([CH2:53][N:54]([CH2:55][CH:56]([C:58]2[CH:63]=[CH:62][C:61]([Cl:64])=[C:60]([Cl:65])[CH:59]=2)[OH:57])[C:11]([C:9]2[CH:10]=[C:2]([Cl:1])[CH:3]=[C:4]3[C:8]=2[NH:7][CH:6]=[CH:5]3)=[O:13])=[CH:51][CH:50]=1)([CH3:48])([CH3:46])[CH3:47]. The yield is 0.440. (7) The product is [CH3:18][O:17][C:14]1[CH:13]=[CH:12][C:11]([CH2:10][O:9][C:7]([NH:6][CH2:5][CH:4]([CH3:19])[C:3]([OH:20])=[O:2])=[O:8])=[CH:16][CH:15]=1. The yield is 0.970. The catalyst is CO. The reactants are C[O:2][C:3](=[O:20])[CH:4]([CH3:19])[CH2:5][NH:6][C:7]([O:9][CH2:10][C:11]1[CH:16]=[CH:15][C:14]([O:17][CH3:18])=[CH:13][CH:12]=1)=[O:8].[OH-].[Li+]. (8) The product is [OH:1][C@@H:2]1[C:7]([C:8]([O:10][CH2:11][CH3:12])=[O:9])=[CH:6][CH2:5][O:4][CH2:3]1. The reactants are [OH:1][CH:2]1[C:7]([C:8]([O:10][CH2:11][CH3:12])=[O:9])=[CH:6][CH2:5][O:4][CH2:3]1.C(OC=C)(=O)CCCCC.C1C(CCCCC(N)=O)SSC1. The yield is 0.500. The catalyst is C(OC(C)C)(C)C. (9) The reactants are [Br:1][C:2]1[CH:15]=[C:14]2[CH2:16][C:11]3[C:12]4=[C:13]2[C:4](=[CH:5][CH:6]=[C:7]4[CH:8]=[C:9]([Br:17])[CH:10]=3)[CH:3]=1.C(Br)CCCCCCC.[OH-].[Na+]. The catalyst is C1(C)C=CC=CC=1.[Br-].C([N+](CCCC)(CCCC)CCCC)CCC.O. The product is [Br:1][C:2]1[CH:15]=[C:14]2[CH2:16][C:11]3[C:12]4[C:13]2=[C:4]([CH2:5][CH2:6][C:7]=4[CH:8]=[C:9]([Br:17])[CH:10]=3)[CH:3]=1. The yield is 0.800.